From a dataset of Forward reaction prediction with 1.9M reactions from USPTO patents (1976-2016). Predict the product of the given reaction. (1) Given the reactants [CH3:1][N:2]1[CH2:7][CH2:6][N:5]([C:8]2[CH:13]=[C:12](O)[C:11]([N+:15]([O-:17])=[O:16])=[CH:10][N:9]=2)[CH2:4][CH2:3]1.O(Cl)[Cl:19].[P], predict the reaction product. The product is: [Cl:19][C:12]1[C:11]([N+:15]([O-:17])=[O:16])=[CH:10][N:9]=[C:8]([N:5]2[CH2:6][CH2:7][N:2]([CH3:1])[CH2:3][CH2:4]2)[CH:13]=1. (2) Given the reactants [F:1][C:2]1[C:3]([N+:12]([O-])=O)=[CH:4][C:5]2[O:9][C:8]([CH3:10])=[N:7][C:6]=2[CH:11]=1.CO, predict the reaction product. The product is: [NH2:12][C:3]1[C:2]([F:1])=[CH:11][C:6]2[N:7]=[C:8]([CH3:10])[O:9][C:5]=2[CH:4]=1. (3) Given the reactants C([O:5][C:6](=[O:25])[CH2:7][N:8]1[C:16]2[C:11](=[CH:12][C:13]([O:17][C:18]([F:21])([F:20])[F:19])=[CH:14][CH:15]=2)[C:10]([C:22](=[O:24])[CH3:23])=[CH:9]1)(C)(C)C.C(O)(C(F)(F)F)=O, predict the reaction product. The product is: [C:22]([C:10]1[C:11]2[C:16](=[CH:15][CH:14]=[C:13]([O:17][C:18]([F:20])([F:21])[F:19])[CH:12]=2)[N:8]([CH2:7][C:6]([OH:25])=[O:5])[CH:9]=1)(=[O:24])[CH3:23]. (4) Given the reactants [NH:1]1[CH2:6][CH2:5][CH:4]([N:7]2[CH:11]=[C:10]([NH:12][C:13](=[O:30])[CH:14]([NH:18][C:19](=[O:29])[CH2:20][C:21]3[CH:26]=[C:25]([F:27])[CH:24]=[C:23]([F:28])[CH:22]=3)[CH2:15][CH2:16][CH3:17])[N:9]=[CH:8]2)[CH2:3][CH2:2]1.O.C=O.[CH:34](O)=O, predict the reaction product. The product is: [CH3:34][N:1]1[CH2:6][CH2:5][CH:4]([N:7]2[CH:11]=[C:10]([NH:12][C:13](=[O:30])[CH:14]([NH:18][C:19](=[O:29])[CH2:20][C:21]3[CH:26]=[C:25]([F:27])[CH:24]=[C:23]([F:28])[CH:22]=3)[CH2:15][CH2:16][CH3:17])[N:9]=[CH:8]2)[CH2:3][CH2:2]1. (5) Given the reactants [C:1]([O:5][C:6]([NH:8][C:9]1[CH:10]=[C:11]([C:24]2[N:29]([CH2:30][C:31]([O:33]C)=[O:32])[C:28](=[O:35])[C:27]([NH:36][CH:37]([CH3:39])[CH3:38])=[N:26][CH:25]=2)[CH:12]=[C:13]([NH:15][CH2:16][CH2:17][C:18]2[CH:23]=[CH:22][CH:21]=[CH:20][CH:19]=2)[CH:14]=1)=[O:7])([CH3:4])([CH3:3])[CH3:2].[OH-].[Na+], predict the reaction product. The product is: [C:1]([O:5][C:6]([NH:8][C:9]1[CH:10]=[C:11]([C:24]2[N:29]([CH2:30][C:31]([OH:33])=[O:32])[C:28](=[O:35])[C:27]([NH:36][CH:37]([CH3:39])[CH3:38])=[N:26][CH:25]=2)[CH:12]=[C:13]([NH:15][CH2:16][CH2:17][C:18]2[CH:23]=[CH:22][CH:21]=[CH:20][CH:19]=2)[CH:14]=1)=[O:7])([CH3:3])([CH3:4])[CH3:2]. (6) The product is: [CH2:8]([N:1]1[CH2:7][CH2:6][CH2:5][NH:4][CH2:3][CH2:2]1)[CH:16]=[CH2:17]. Given the reactants [N:1]1([C:8](OC(C)(C)C)=O)[CH2:7][CH2:6][CH2:5][NH:4][CH2:3][CH2:2]1.Br[CH2:16][CH:17]=C, predict the reaction product. (7) Given the reactants [N+:1]([C:4]1[CH:9]=[CH:8][C:7]([C:10]2[O:14][CH:13]=[N:12][CH:11]=2)=[CH:6][CH:5]=1)([O-])=O.[Sn].Cl, predict the reaction product. The product is: [O:14]1[C:10]([C:7]2[CH:6]=[CH:5][C:4]([NH2:1])=[CH:9][CH:8]=2)=[CH:11][N:12]=[CH:13]1. (8) Given the reactants FC(F)(F)S(O[C:7]1[CH:8]=[C:9]([C@H:13]2[CH2:17][C:16]3([CH2:22][CH2:21][N:20]([C:23]([O:25]C(C)(C)C)=O)[CH2:19][CH2:18]3)[O:15][CH2:14]2)[CH:10]=[CH:11][CH:12]=1)(=O)=O.[F:32][C:33]1[CH:38]=[CH:37][C:36](B(O)O)=[CH:35][CH:34]=1.C(=O)([O-])[O-].[Cs+].[Cs+].S([O-])([O-])(=O)=O.[Mg+2].[CH3:54][C:55]1[C:59]([CH3:60])=[C:58]([NH:61]C(=O)OC2C=CC=CC=2)[O:57][N:56]=1.CCN(C(C)C)C(C)C, predict the reaction product. The product is: [CH3:54][C:55]1[C:59]([CH3:60])=[C:58]([NH:61][C:23]([N:20]2[CH2:19][CH2:18][C:16]3([O:15][CH2:14][C@@H:13]([C:9]4[CH:10]=[C:11]([C:36]5[CH:37]=[CH:38][C:33]([F:32])=[CH:34][CH:35]=5)[CH:12]=[CH:7][CH:8]=4)[CH2:17]3)[CH2:22][CH2:21]2)=[O:25])[O:57][N:56]=1.